From a dataset of TCR-epitope binding with 47,182 pairs between 192 epitopes and 23,139 TCRs. Binary Classification. Given a T-cell receptor sequence (or CDR3 region) and an epitope sequence, predict whether binding occurs between them. The epitope is GLCTLVAML. The TCR CDR3 sequence is CASSQDSGNNEQFF. Result: 1 (the TCR binds to the epitope).